Predict the product of the given reaction. From a dataset of Forward reaction prediction with 1.9M reactions from USPTO patents (1976-2016). (1) The product is: [CH2:1]=[CH:2][CH2:3][NH2:4].[CH2:5]1[O:7][CH:6]1[CH2:8][Cl:9]. Given the reactants [CH2:1]=[CH:2][CH2:3][NH2:4].[CH2:5]1[O:7][CH:6]1[CH2:8][Cl:9].Cl.[OH-].[Na+], predict the reaction product. (2) Given the reactants [CH2:1]([O:3][C:4]([C:6]1[CH2:11][CH2:10][C:9]([S:12][CH2:13][CH2:14][C:15]([OH:17])=O)=[CH:8][C:7]=1[CH3:18])=[O:5])[CH3:2].CS(O)(=O)=O.FC(F)(F)C(OC(=O)C(F)(F)F)=O, predict the reaction product. The product is: [CH3:18][C:7]1[C:8]2[C:15](=[O:17])[CH2:14][CH2:13][S:12][C:9]=2[CH2:10][CH2:11][C:6]=1[C:4]([O:3][CH2:1][CH3:2])=[O:5]. (3) Given the reactants [CH:1]([N:4]1[C:8]2[C:9](=[O:18])[NH:10][C:11]3([CH2:17][CH2:16][NH:15][CH2:14][CH2:13]3)[CH2:12][C:7]=2[CH:6]=[N:5]1)([CH3:3])[CH3:2].[CH3:19][C:20]1[C:28]2[C:23](=[C:24]([CH3:32])[CH:25]=[C:26]([C:29](O)=[O:30])[CH:27]=2)[NH:22][N:21]=1.C(N(CC)CC)C.CCCP1(OP(CCC)(=O)OP(CCC)(=O)O1)=O, predict the reaction product. The product is: [CH3:19][C:20]1[C:28]2[C:23](=[C:24]([CH3:32])[CH:25]=[C:26]([C:29]([N:15]3[CH2:16][CH2:17][C:11]4([NH:10][C:9](=[O:18])[C:8]5[N:4]([CH:1]([CH3:3])[CH3:2])[N:5]=[CH:6][C:7]=5[CH2:12]4)[CH2:13][CH2:14]3)=[O:30])[CH:27]=2)[NH:22][N:21]=1.